Dataset: Reaction yield outcomes from USPTO patents with 853,638 reactions. Task: Predict the reaction yield, written as a fraction of the theoretical maximum amount of product (1.0 means a 100% yield; for example, 0.34 means a 34% yield). (1) The reactants are Cl[C:2]1[C:7]([C:8]([NH:10][CH2:11][C:12]2[CH:17]=[CH:16][CH:15]=[C:14]([F:18])[CH:13]=2)=[O:9])=[C:6]([CH3:19])[CH:5]=[C:4]([N:20]2[CH2:25][CH2:24][O:23][CH2:22][CH2:21]2)[N:3]=1.[CH2:26]([Mg]Br)[CH3:27]. The catalyst is C1COCC1.Cl[Ni]1(Cl)[P](C2C=CC=CC=2)(C2C=CC=CC=2)CCC[P]1(C1C=CC=CC=1)C1C=CC=CC=1. The product is [CH2:26]([C:2]1[C:7]([C:8]([NH:10][CH2:11][C:12]2[CH:17]=[CH:16][CH:15]=[C:14]([F:18])[CH:13]=2)=[O:9])=[C:6]([CH3:19])[CH:5]=[C:4]([N:20]2[CH2:25][CH2:24][O:23][CH2:22][CH2:21]2)[N:3]=1)[CH3:27]. The yield is 0.250. (2) The reactants are [CH3:1][C@H:2]1[CH2:6][CH2:5][CH2:4][N:3]1[C:7]1[CH:12]=[CH:11][CH:10]=[C:9]([N+:13]([O-])=O)[CH:8]=1. The catalyst is CO.[Pd]. The product is [CH3:1][C@H:2]1[CH2:6][CH2:5][CH2:4][N:3]1[C:7]1[CH:8]=[C:9]([NH2:13])[CH:10]=[CH:11][CH:12]=1. The yield is 1.00. (3) The product is [ClH:35].[F:1][CH:2]1[CH2:6][NH:5][CH:4]([C:14]([NH:15][CH2:16][C:17]2[CH:22]=[C:21]([C:23]3[CH:24]=[N:25][C:26]([C:29]([F:32])([F:31])[F:30])=[CH:27][CH:28]=3)[C:20]([CH3:33])=[CH:19][N:18]=2)=[O:34])[CH2:3]1. No catalyst specified. The yield is 0.860. The reactants are [F:1][C@H:2]1[CH2:6][N:5](C(OC(C)(C)C)=O)[C@H:4]([C:14](=[O:34])[NH:15][CH2:16][C:17]2[CH:22]=[C:21]([C:23]3[CH:24]=[N:25][C:26]([C:29]([F:32])([F:31])[F:30])=[CH:27][CH:28]=3)[C:20]([CH3:33])=[CH:19][N:18]=2)[CH2:3]1.[ClH:35]. (4) The reactants are [CH2:1]([C:3]1([S:6]([O:9]CCCC)(=[O:8])=[O:7])[CH2:5][CH2:4]1)[CH3:2].[S-]C#N.[K+:17]. The catalyst is O1CCOCC1.O. The product is [CH2:1]([C:3]1([S:6]([O-:9])(=[O:8])=[O:7])[CH2:5][CH2:4]1)[CH3:2].[K+:17]. The yield is 1.00. (5) The reactants are C([O:3][C:4](=[O:24])[CH:5]=[CH:6][C:7]1[C:11]2[CH:12]=[C:13]([CH:16]=[C:17]3[S:21][C:20](=[O:22])[NH:19][C:18]3=[O:23])[CH:14]=[CH:15][C:10]=2[O:9][CH:8]=1)C.O[Li].O. The catalyst is C1COCC1.O. The product is [O:22]=[C:20]1[NH:19][C:18](=[O:23])[C:17](=[CH:16][C:13]2[CH:14]=[CH:15][C:10]3[O:9][CH:8]=[C:7]([CH:6]=[CH:5][C:4]([OH:24])=[O:3])[C:11]=3[CH:12]=2)[S:21]1. The yield is 0.900. (6) The reactants are [F:1][CH:2]([F:40])[O:3][C:4]1[CH:5]=[C:6]2[C:10](=[CH:11][CH:12]=1)[N:9]([CH3:13])[N:8]=[C:7]2[C:14]1[N:15]=[C:16]2[C:22]([C:23]([NH:25][C@@H:26]3[CH2:31][CH2:30][C@H:29]([NH:32]C(=O)OC(C)(C)C)[CH2:28][CH2:27]3)=[O:24])=[CH:21][NH:20][C:17]2=[N:18][CH:19]=1.[ClH:41]. The catalyst is O1CCOCC1. The product is [ClH:41].[NH2:32][C@@H:29]1[CH2:28][CH2:27][C@H:26]([NH:25][C:23]([C:22]2[C:16]3=[N:15][C:14]([C:7]4[C:6]5[C:10](=[CH:11][CH:12]=[C:4]([O:3][CH:2]([F:1])[F:40])[CH:5]=5)[N:9]([CH3:13])[N:8]=4)=[CH:19][N:18]=[C:17]3[NH:20][CH:21]=2)=[O:24])[CH2:31][CH2:30]1. The yield is 0.295. (7) The yield is 0.260. The product is [C:34]1([C:32]2[N:31]=[C:30]([C:40]3[CH:41]=[CH:42][CH:43]=[CH:44][CH:45]=3)[N:29]=[C:28]([C:23]3[CH:22]=[C:21]([C:61]4[CH:60]=[CH:59][C:58]([C:53]5[CH:54]=[CH:55][CH:56]=[CH:57][N:52]=5)=[CH:63][CH:62]=4)[CH:26]=[C:25]([C:1]4[C:14]5[C:15]6=[C:16]7[C:11](=[CH:12][CH:13]=5)[CH:10]=[CH:9][CH:8]=[C:7]7[CH:6]=[CH:5][C:4]6=[CH:3][CH:2]=4)[CH:24]=3)[N:33]=2)[CH:39]=[CH:38][CH:37]=[CH:36][CH:35]=1. The reactants are [C:1]1(B(O)O)[C:14]2[C:15]3=[C:16]4[C:11](=[CH:12][CH:13]=2)[CH:10]=[CH:9][CH:8]=[C:7]4[CH:6]=[CH:5][C:4]3=[CH:3][CH:2]=1.Br[C:21]1[CH:22]=[C:23]([C:28]2[N:33]=[C:32]([C:34]3[CH:39]=[CH:38][CH:37]=[CH:36][CH:35]=3)[N:31]=[C:30]([C:40]3[CH:45]=[CH:44][CH:43]=[CH:42][CH:41]=3)[N:29]=2)[CH:24]=[C:25](Br)[CH:26]=1.C([O-])([O-])=O.[K+].[K+].[N:52]1[CH:57]=[CH:56][CH:55]=[CH:54][C:53]=1[C:58]1[CH:63]=[CH:62][C:61](B(O)O)=[CH:60][CH:59]=1. The catalyst is C1C=CC([P]([Pd]([P](C2C=CC=CC=2)(C2C=CC=CC=2)C2C=CC=CC=2)([P](C2C=CC=CC=2)(C2C=CC=CC=2)C2C=CC=CC=2)[P](C2C=CC=CC=2)(C2C=CC=CC=2)C2C=CC=CC=2)(C2C=CC=CC=2)C2C=CC=CC=2)=CC=1.C(O)C.C1(C)C=CC=CC=1. (8) The reactants are [CH3:1][N:2]1[C:6]([C:7]([O:9][CH2:10][CH3:11])=[O:8])=[C:5]([C:12]([F:15])([F:14])[F:13])[C:4]([C:16](OCC)=[O:17])=[N:3]1.[H-].C([Al+]CC(C)C)C(C)C.O. The catalyst is O1CCCC1.C1CCCCC1. The product is [OH:17][CH2:16][C:4]1[C:5]([C:12]([F:13])([F:14])[F:15])=[C:6]([C:7]([O:9][CH2:10][CH3:11])=[O:8])[N:2]([CH3:1])[N:3]=1. The yield is 0.800. (9) The reactants are CON(C)[C:4](=[O:22])[C:5]([CH3:21])([C:13]1[CH:18]=[CH:17][C:16]([S:19][CH3:20])=[CH:15][N:14]=1)[CH2:6][CH:7]1[CH2:12][CH2:11][O:10][CH2:9][CH2:8]1.[CH:24]([Mg]Br)=[CH2:25].Cl. The catalyst is O1CCCC1. The product is [CH3:21][C:5]([C:13]1[CH:18]=[CH:17][C:16]([S:19][CH3:20])=[CH:15][N:14]=1)([CH2:6][CH:7]1[CH2:8][CH2:9][O:10][CH2:11][CH2:12]1)[C:4](=[O:22])[CH:24]=[CH2:25]. The yield is 0.690. (10) The reactants are [C:1]([OH:8])(=[O:7])/[CH:2]=[CH:3]\[C:4]([OH:6])=[O:5].[CH2:9]([C:11]1[C:15]([S:16][C:17]2[CH:22]=[CH:21][C:20]([F:23])=[CH:19][CH:18]=2)=[C:14]([CH2:24][CH3:25])[N:13]([CH2:26][CH2:27][N:28]([CH3:30])[CH3:29])[N:12]=1)[CH3:10]. The catalyst is CCOCC. The product is [CH2:9]([C:11]1[C:15]([S:16][C:17]2[CH:22]=[CH:21][C:20]([F:23])=[CH:19][CH:18]=2)=[C:14]([CH2:24][CH3:25])[N:13]([CH2:26][CH2:27][N:28]([CH3:30])[CH3:29])[N:12]=1)[CH3:10].[C:1]([OH:8])(=[O:7])/[CH:2]=[CH:3]\[C:4]([OH:6])=[O:5]. The yield is 0.860.